Dataset: CYP3A4 inhibition data for predicting drug metabolism from PubChem BioAssay. Task: Regression/Classification. Given a drug SMILES string, predict its absorption, distribution, metabolism, or excretion properties. Task type varies by dataset: regression for continuous measurements (e.g., permeability, clearance, half-life) or binary classification for categorical outcomes (e.g., BBB penetration, CYP inhibition). Dataset: cyp3a4_veith. (1) The drug is CCc1c(C)sc(NC(=O)OC)c1C(N)=O. The result is 0 (non-inhibitor). (2) The molecule is CC(=O)NC1=NC(=O)CS1. The result is 0 (non-inhibitor). (3) The compound is COc1cc2c(cc1O)C[C@@H]1c3c(cc(O)c(OC)c3-2)CCN1C. The result is 0 (non-inhibitor). (4) The compound is CCn1c2ccc(Cl)cc2c2nc3ccccc3nc21. The result is 1 (inhibitor). (5) The drug is FC(F)(F)c1cc(CN2CC3(CCNCC3)C2)cc(C(F)(F)F)c1. The result is 0 (non-inhibitor).